This data is from Catalyst prediction with 721,799 reactions and 888 catalyst types from USPTO. The task is: Predict which catalyst facilitates the given reaction. (1) The catalyst class is: 5. Product: [C:1]([C:5]1[CH:6]=[C:7]([C:10]([OH:12])=[O:11])[NH:8][CH:9]=1)([CH3:4])([CH3:2])[CH3:3]. Reactant: [C:1]([C:5]1[CH:6]=[C:7]([C:10]([O:12]CC)=[O:11])[NH:8][CH:9]=1)([CH3:4])([CH3:3])[CH3:2].[OH-].[Na+].Cl. (2) The catalyst class is: 3. Product: [Br:1][C:2]1[C:7]([NH:34][C:35](=[O:37])[CH3:36])=[N:6][CH:5]=[C:4]([S:9]([N:12]([C:14]2[CH:33]=[CH:32][C:17]3[N:18]([CH2:25][CH:26]4[CH2:31][CH2:30][CH2:29][CH2:28][CH2:27]4)[C:19]([C:21]([CH3:24])([CH3:23])[CH3:22])=[N:20][C:16]=3[CH:15]=2)[CH3:13])(=[O:11])=[O:10])[CH:3]=1. Reactant: [Br:1][C:2]1[CH:3]=[C:4]([S:9]([N:12]([C:14]2[CH:33]=[CH:32][C:17]3[N:18]([CH2:25][CH:26]4[CH2:31][CH2:30][CH2:29][CH2:28][CH2:27]4)[C:19]([C:21]([CH3:24])([CH3:23])[CH3:22])=[N:20][C:16]=3[CH:15]=2)[CH3:13])(=[O:11])=[O:10])[CH:5]=[N:6][C:7]=1Cl.[NH3:34].[C:35](Cl)(=[O:37])[CH3:36]. (3) Reactant: [Br-].[NH:2]1[C:10]2[C:5](=[CH:6][CH:7]=[CH:8][CH:9]=2)[C:4]([CH2:11][P+](C2C=CC=CC=2)(C2C=CC=CC=2)C2C=CC=CC=2)=[N:3]1.C1CCN2C(=NCCC2)CC1.[CH3:42][S:43][C:44]1[CH:51]=[CH:50][CH:49]=[CH:48][C:45]=1[CH:46]=O. Product: [CH3:42][S:43][C:44]1[CH:51]=[CH:50][CH:49]=[CH:48][C:45]=1/[CH:46]=[CH:11]/[C:4]1[C:5]2[C:10](=[CH:9][CH:8]=[CH:7][CH:6]=2)[NH:2][N:3]=1. The catalyst class is: 5.